Dataset: Ames mutagenicity test results for genotoxicity prediction. Task: Regression/Classification. Given a drug SMILES string, predict its toxicity properties. Task type varies by dataset: regression for continuous values (e.g., LD50, hERG inhibition percentage) or binary classification for toxic/non-toxic outcomes (e.g., AMES mutagenicity, cardiotoxicity, hepatotoxicity). Dataset: ames. (1) The molecule is COc1cc(O)c2c(=O)c3cc(O)ccc3oc2c1. The result is 1 (mutagenic). (2) The compound is CS(=O)(=O)Nc1ccc(Nc2c3ccccc3nc3ccc(N=[N+]=[N-])cc23)cc1. The result is 1 (mutagenic). (3) The molecule is CC(=O)OCc1c2cccc3ccc4cc5cccc6ccc1c(c65)c4c32. The result is 1 (mutagenic). (4) The molecule is [O-][n+]1cccc2c1C=CC1OC21. The result is 0 (non-mutagenic). (5) The drug is CC(C)(S)C(N)C(=O)O. The result is 1 (mutagenic).